From a dataset of Peptide-MHC class I binding affinity with 185,985 pairs from IEDB/IMGT. Regression. Given a peptide amino acid sequence and an MHC pseudo amino acid sequence, predict their binding affinity value. This is MHC class I binding data. The peptide sequence is KSWPGVQSF. The MHC is HLA-B08:01 with pseudo-sequence HLA-B08:01. The binding affinity (normalized) is 0.0847.